Dataset: Catalyst prediction with 721,799 reactions and 888 catalyst types from USPTO. Task: Predict which catalyst facilitates the given reaction. (1) Product: [OH:1][CH:2]([CH2:6][CH2:7][CH2:8][CH2:9][CH2:10][CH2:11][CH2:12][CH2:13][CH2:14][CH2:15][CH2:16][CH2:17][CH2:18][CH2:19][CH2:20][CH3:21])[C:3]([O:5][CH2:28][C:29]1[CH:34]=[CH:33][CH:32]=[CH:31][CH:30]=1)=[O:4]. Reactant: [OH:1][CH:2]([CH2:6][CH2:7][CH2:8][CH2:9][CH2:10][CH2:11][CH2:12][CH2:13][CH2:14][CH2:15][CH2:16][CH2:17][CH2:18][CH2:19][CH2:20][CH3:21])[C:3]([OH:5])=[O:4].CC(C)([O-])C.[K+].[CH2:28](Br)[C:29]1[CH:34]=[CH:33][CH:32]=[CH:31][CH:30]=1. The catalyst class is: 3. (2) Reactant: [F-].C([N+](CCCC)(CCCC)CCCC)CCC.[NH2:19]/[C:20](=[N:36]\[O:37][C:38]([C:40]1[N:44]2[CH:45]=[C:46]([CH3:59])[CH:47]=[C:48]([O:49][CH2:50][C:51]3[C:56]([F:57])=[CH:55][CH:54]=[CH:53][C:52]=3[F:58])[C:43]2=[N:42][C:41]=1[CH3:60])=O)/[CH2:21][C:22]([NH:25][C:26](=[O:35])[O:27][CH2:28][C:29]1[CH:34]=[CH:33][CH:32]=[CH:31][CH:30]=1)([CH3:24])[CH3:23]. Product: [F:57][C:56]1[CH:55]=[CH:54][CH:53]=[C:52]([F:58])[C:51]=1[CH2:50][O:49][C:48]1[C:43]2[N:44]([C:40]([C:38]3[O:37][N:36]=[C:20]([CH2:21][C:22]([NH:25][C:26](=[O:35])[O:27][CH2:28][C:29]4[CH:34]=[CH:33][CH:32]=[CH:31][CH:30]=4)([CH3:23])[CH3:24])[N:19]=3)=[C:41]([CH3:60])[N:42]=2)[CH:45]=[C:46]([CH3:59])[CH:47]=1. The catalyst class is: 1. (3) Reactant: C[Si](C)(C)[C:3]#[C:4][C@@H:5]1[C@@H:10]([O:11][CH2:12][C:13]2[CH:18]=[CH:17][CH:16]=[CH:15][CH:14]=2)[C@@H:9]([O:19][CH2:20][C:21]2[CH:26]=[CH:25][CH:24]=[CH:23][CH:22]=2)[C@H:8]([O:27][CH2:28][C:29]2[CH:34]=[CH:33][CH:32]=[CH:31][CH:30]=2)[C@@H:7]([CH2:35][O:36][CH2:37][C:38]2[CH:43]=[CH:42][CH:41]=[CH:40][CH:39]=2)[O:6]1.CCCC[N+](CCCC)(CCCC)CCCC.[F-].C1COCC1. Product: [CH2:28]([O:27][C@H:8]1[C@H:9]([O:19][CH2:20][C:21]2[CH:26]=[CH:25][CH:24]=[CH:23][CH:22]=2)[C@H:10]([O:11][CH2:12][C:13]2[CH:14]=[CH:15][CH:16]=[CH:17][CH:18]=2)[C@@H:5]([C:4]#[CH:3])[O:6][C@@H:7]1[CH2:35][O:36][CH2:37][C:38]1[CH:39]=[CH:40][CH:41]=[CH:42][CH:43]=1)[C:29]1[CH:30]=[CH:31][CH:32]=[CH:33][CH:34]=1. The catalyst class is: 49. (4) Reactant: [OH:1][CH:2]1[CH2:6][CH2:5][CH2:4][C:3]1([CH2:12][CH2:13][CH3:14])[C:7]([O:9][CH2:10][CH3:11])=[O:8].C(Cl)Cl.[C:18](Cl)(=[O:25])[C:19]1[CH:24]=[CH:23][CH:22]=[CH:21][CH:20]=1. Product: [CH2:12]([C:3]1([C:7]([O:9][CH2:10][CH3:11])=[O:8])[CH2:4][CH2:5][CH2:6][CH:2]1[O:1][C:18](=[O:25])[C:19]1[CH:24]=[CH:23][CH:22]=[CH:21][CH:20]=1)[CH2:13][CH3:14]. The catalyst class is: 17.